From a dataset of Catalyst prediction with 721,799 reactions and 888 catalyst types from USPTO. Predict which catalyst facilitates the given reaction. (1) Reactant: [CH2:1]1[C:9]2[C:4](=[CH:5][CH:6]=[CH:7][CH:8]=2)[CH2:3][N:2]1[C:10]([NH:12][C:13]1[CH:23]=[CH:22][C:16]([C:17]([O:19]CC)=[O:18])=[CH:15][CH:14]=1)=[O:11].[Li+].[OH-]. Product: [CH2:1]1[C:9]2[C:4](=[CH:5][CH:6]=[CH:7][CH:8]=2)[CH2:3][N:2]1[C:10]([NH:12][C:13]1[CH:14]=[CH:15][C:16]([C:17]([OH:19])=[O:18])=[CH:22][CH:23]=1)=[O:11]. The catalyst class is: 199. (2) Reactant: [CH:1](N(C(C)C)CC)(C)C.[S:10](Cl)(Cl)(=[O:12])=[O:11].[Cl:15][C:16]1[C:17]([F:45])=[C:18]([NH:22][C:23]2[C:32]3[C:27](=[CH:28][C:29]([O:43][CH3:44])=[C:30]([CH2:33][N:34]([CH3:42])[C:35]4([C:39]([NH2:41])=[O:40])[CH2:38][NH:37][CH2:36]4)[CH:31]=3)[N:26]=[CH:25][N:24]=2)[CH:19]=[CH:20][CH:21]=1. Product: [Cl:15][C:16]1[C:17]([F:45])=[C:18]([NH:22][C:23]2[C:32]3[C:27](=[CH:28][C:29]([O:43][CH3:44])=[C:30]([CH2:33][N:34]([CH3:42])[C:35]4([C:39]([NH2:41])=[O:40])[CH2:38][N:37]([S:10]([CH3:1])(=[O:12])=[O:11])[CH2:36]4)[CH:31]=3)[N:26]=[CH:25][N:24]=2)[CH:19]=[CH:20][CH:21]=1. The catalyst class is: 2. (3) Reactant: [Cl:1][C:2]1[CH:3]=[C:4]2[C:12](=[O:13])[C:11]3[CH:14]=[C:15]([C:18]([O:22]COCCOC)=[C:19]([F:21])[F:20])[CH:16]=[CH:17][C:10]=3[CH:9]=[CH:8][C:5]2=[N:6][CH:7]=1.Cl[Si](C)(C)C.C(=O)(O)[O-].[Na+]. Product: [Cl:1][C:2]1[CH:3]=[C:4]2[C:12](=[O:13])[C:11]3[CH:14]=[C:15]([C:18](=[O:22])[CH:19]([F:20])[F:21])[CH:16]=[CH:17][C:10]=3[CH:9]=[CH:8][C:5]2=[N:6][CH:7]=1. The catalyst class is: 138. (4) Reactant: C([O:4][C:5](=[O:38])[C@@H:6]([NH:25][C:26](=[O:37])[C:27]1[C:32]([F:33])=[CH:31][C:30]([CH2:34][NH2:35])=[CH:29][C:28]=1[F:36])[CH2:7][C:8]1[CH:13]=[CH:12][C:11]([C:14]2[C:15](=[O:24])[N:16]([CH3:23])[C:17](=[O:22])[N:18]([CH3:21])[C:19]=2[CH3:20])=[CH:10][CH:9]=1)CC.[OH-].[Li+].C(O)(C(F)(F)F)=O. Product: [NH2:35][CH2:34][C:30]1[CH:29]=[C:28]([F:36])[C:27]([C:26]([NH:25][C@@H:6]([CH2:7][C:8]2[CH:9]=[CH:10][C:11]([C:14]3[C:15](=[O:24])[N:16]([CH3:23])[C:17](=[O:22])[N:18]([CH3:21])[C:19]=3[CH3:20])=[CH:12][CH:13]=2)[C:5]([OH:38])=[O:4])=[O:37])=[C:32]([F:33])[CH:31]=1. The catalyst class is: 20. (5) Reactant: [Br:1][C:2]1[CH:7]=[CH:6][C:5]([NH:8][C:9](=[N:21][OH:22])[C:10]2[CH:15]=[CH:14][C:13]([C:16]([F:19])([F:18])[F:17])=[CH:12][C:11]=2F)=[CH:4][CH:3]=1.CC(C)([O-])C.[K+]. Product: [Br:1][C:2]1[CH:7]=[CH:6][C:5]([NH:8][C:9]2[C:10]3[CH:15]=[CH:14][C:13]([C:16]([F:19])([F:18])[F:17])=[CH:12][C:11]=3[O:22][N:21]=2)=[CH:4][CH:3]=1. The catalyst class is: 60. (6) Reactant: [CH3:1][O:2][C:3]1[CH:4]=[C:5]([OH:11])[CH:6]=[CH:7][C:8]=1[O:9][CH3:10].F[C:13]1[CH:18]=[CH:17][C:16]([N+:19]([O-:21])=[O:20])=[CH:15][CH:14]=1.C([O-])([O-])=O.[K+].[K+].O. Product: [CH3:1][O:2][C:3]1[CH:4]=[C:5]([CH:6]=[CH:7][C:8]=1[O:9][CH3:10])[O:11][C:13]1[CH:18]=[CH:17][C:16]([N+:19]([O-:21])=[O:20])=[CH:15][CH:14]=1. The catalyst class is: 3. (7) The catalyst class is: 17. Product: [F:1][C:2]1[CH:7]=[CH:6][C:5]([C:8]2[N:9]=[C:10]3[CH:15]=[CH:14][CH:13]=[N:12][N:11]3[C:16]=2[C:17]2[CH:22]=[CH:21][N:20]=[C:19]([NH:23][C:26](=[O:27])[O:28][CH2:29][C:30]([Cl:33])([Cl:32])[Cl:31])[CH:18]=2)=[CH:4][C:3]=1[CH3:24]. Reactant: [F:1][C:2]1[CH:7]=[CH:6][C:5]([C:8]2[N:9]=[C:10]3[CH:15]=[CH:14][CH:13]=[N:12][N:11]3[C:16]=2[C:17]2[CH:22]=[CH:21][N:20]=[C:19]([NH2:23])[CH:18]=2)=[CH:4][C:3]=1[CH3:24].Cl[C:26]([O:28][CH2:29][C:30]([Cl:33])([Cl:32])[Cl:31])=[O:27].C(=O)([O-])O.[Na+]. (8) Reactant: CC(OI1(OC(C)=O)(OC(C)=O)OC(=O)C2C=CC=CC1=2)=O.[OH:23][CH2:24][C:25]1[CH:26]=[C:27]([CH:30]=[CH:31][C:32]=1[CH:33]1[C:38]2[C:39](=[O:42])[CH2:40][CH2:41][C:37]=2[N:36]([C:43]2[CH:48]=[CH:47][CH:46]=[C:45]([C:49]([F:52])([F:51])[F:50])[CH:44]=2)[C:35](=[O:53])[N:34]1[CH3:54])[C:28]#[N:29]. Product: [CH:24]([C:25]1[CH:26]=[C:27]([CH:30]=[CH:31][C:32]=1[CH:33]1[C:38]2[C:39](=[O:42])[CH2:40][CH2:41][C:37]=2[N:36]([C:43]2[CH:48]=[CH:47][CH:46]=[C:45]([C:49]([F:52])([F:51])[F:50])[CH:44]=2)[C:35](=[O:53])[N:34]1[CH3:54])[C:28]#[N:29])=[O:23]. The catalyst class is: 4. (9) Reactant: [CH3:1][N:2]([CH:4]=[O:5])[CH3:3].[Br:6][C:7]1C(O)=NC=[C:11]([I:13])[CH:12]=1.CI.C([O-])([O-])=O.[K+].[K+]. Product: [Br:6][C:7]1[C:4](=[O:5])[N:2]([CH3:3])[CH:1]=[C:11]([I:13])[CH:12]=1. The catalyst class is: 6. (10) Reactant: [Cl:1][C:2]1[C:3]([F:45])=[C:4]([C@@H:8]2[C@:12]([C:15]3[CH:20]=[CH:19][C:18]([Cl:21])=[CH:17][C:16]=3[F:22])([C:13]#[N:14])[C@H:11]([CH2:23][C:24]([CH3:27])([CH3:26])[CH3:25])[NH:10][C@H:9]2[C:28]([NH:30][C:31]2[CH:43]=[CH:42][C:34]([C:35]([O:37]C(C)(C)C)=[O:36])=[C:33]([F:44])[CH:32]=2)=[O:29])[CH:5]=[CH:6][CH:7]=1.C(O)(C(F)(F)F)=O. Product: [Cl:21][C:18]1[CH:19]=[CH:20][C:15]([C@@:12]2([C:13]#[N:14])[C@H:11]([CH2:23][C:24]([CH3:27])([CH3:26])[CH3:25])[NH:10][C@@H:9]([C:28]([NH:30][C:31]3[CH:43]=[CH:42][C:34]([C:35]([OH:37])=[O:36])=[C:33]([F:44])[CH:32]=3)=[O:29])[C@@H:8]2[C:4]2[CH:5]=[CH:6][CH:7]=[C:2]([Cl:1])[C:3]=2[F:45])=[C:16]([F:22])[CH:17]=1. The catalyst class is: 2.